Dataset: Full USPTO retrosynthesis dataset with 1.9M reactions from patents (1976-2016). Task: Predict the reactants needed to synthesize the given product. (1) Given the product [Br:17][C:18]1[CH:19]=[CH:20][CH:21]=[C:22]([C:24]#[C:25][CH:26]=[C:27]2[CH2:32][CH2:31][NH:30][CH2:29][CH2:28]2)[N:23]=1, predict the reactants needed to synthesize it. The reactants are: CC1C=CC=C(C#CC=C2CCNCC2)N=1.[Br:17][C:18]1[N:23]=[C:22]([C:24]#[C:25][CH:26]=[C:27]2[CH2:32][CH2:31][N:30](C(OC(C)(C)C)=O)[CH2:29][CH2:28]2)[CH:21]=[CH:20][CH:19]=1. (2) Given the product [Br:1][C:2]1[CH:3]=[C:4]([CH:5]=[CH:11][CH:12]=[O:14])[CH:7]=[C:8]([Br:10])[CH:9]=1, predict the reactants needed to synthesize it. The reactants are: [Br:1][C:2]1[CH:3]=[C:4]([CH:7]=[C:8]([Br:10])[CH:9]=1)[CH:5]=O.[CH3:11][C:12](C)([O-:14])C.[Br-].O1CCOC1CP(CCCC)(CCCC)CCCC.Cl. (3) Given the product [NH:8]1[CH2:14][CH2:13][CH2:12][CH:11]([CH:15]([O:17][C:18]2[CH:40]=[CH:39][C:21]3[C:22]4[N:26]([CH2:27][CH2:28][O:29][C:20]=3[CH:19]=2)[CH:25]=[C:24]([C:30]2[N:31]([CH:36]([CH3:37])[CH3:38])[N:32]=[C:33]([CH3:35])[N:34]=2)[N:23]=4)[CH3:16])[CH2:10][CH2:9]1, predict the reactants needed to synthesize it. The reactants are: C(OC([N:8]1[CH2:14][CH2:13][CH2:12][CH:11]([CH:15]([O:17][C:18]2[CH:40]=[CH:39][C:21]3[C:22]4[N:26]([CH2:27][CH2:28][O:29][C:20]=3[CH:19]=2)[CH:25]=[C:24]([C:30]2[N:31]([CH:36]([CH3:38])[CH3:37])[N:32]=[C:33]([CH3:35])[N:34]=2)[N:23]=4)[CH3:16])[CH2:10][CH2:9]1)=O)(C)(C)C.Cl. (4) Given the product [Cl:1][C:2]1[CH:3]=[C:4]([NH:8][C:9](/[CH:10]=[CH:11]/[C:12]2[CH:17]=[CH:16][C:15]([O:18][CH3:19])=[C:14]([O:20][P:45](=[O:62])([O:54][CH2:55][C:56]3[CH:61]=[CH:60][CH:59]=[CH:58][CH:57]=3)[O:46][CH2:47][C:48]3[CH:53]=[CH:52][CH:51]=[CH:50][CH:49]=3)[CH:13]=2)=[O:21])[CH:5]=[CH:6][CH:7]=1, predict the reactants needed to synthesize it. The reactants are: [Cl:1][C:2]1[CH:3]=[C:4]([NH:8][C:9](=[O:21])/[CH:10]=[CH:11]/[C:12]2[CH:17]=[CH:16][C:15]([O:18][CH3:19])=[C:14]([OH:20])[CH:13]=2)[CH:5]=[CH:6][CH:7]=1.C(Cl)(Cl)(Cl)Cl.CC1C=CN=C(N)C=1C.CCN(C(C)C)C(C)C.[P:45]([O-:62])([O:54][CH2:55][C:56]1[CH:61]=[CH:60][CH:59]=[CH:58][CH:57]=1)[O:46][CH2:47][C:48]1[CH:53]=[CH:52][CH:51]=[CH:50][CH:49]=1. (5) The reactants are: [CH2:1]([O:3][C:4](=[O:22])[CH2:5][C:6]1[N:7]([C:15]([O:17][C:18]([CH3:21])([CH3:20])[CH3:19])=[O:16])[C:8]2[C:13]([CH:14]=1)=[CH:12][CH:11]=[CH:10][CH:9]=2)[CH3:2].[CH3:23][Si](C)(C)N[Si](C)(C)C.[K].CI. Given the product [CH2:1]([O:3][C:4](=[O:22])[CH:5]([C:6]1[N:7]([C:15]([O:17][C:18]([CH3:21])([CH3:20])[CH3:19])=[O:16])[C:8]2[C:13]([CH:14]=1)=[CH:12][CH:11]=[CH:10][CH:9]=2)[CH3:23])[CH3:2], predict the reactants needed to synthesize it. (6) Given the product [F:18][C:10]1[C:9]([C:19]#[C:20][C:21]([OH:27])([C:22](=[O:23])[NH:29][CH3:28])[CH3:26])=[CH:8][C:7]2[C:6]3[N:16]([CH2:15][CH2:14][O:13][C:12]=2[CH:11]=1)[CH:17]=[C:4]([C:1]([NH2:2])=[O:3])[N:5]=3, predict the reactants needed to synthesize it. The reactants are: [C:1]([C:4]1[N:5]=[C:6]2[N:16]([CH:17]=1)[CH2:15][CH2:14][O:13][C:12]1[C:7]2=[CH:8][C:9]([C:19]#[C:20][C:21]([OH:27])([CH3:26])[C:22](OC)=[O:23])=[C:10]([F:18])[CH:11]=1)(=[O:3])[NH2:2].[CH3:28][NH2:29]. (7) Given the product [F:20][C:2]([F:1])([F:21])[C:3]([N:5]1[CH2:11][CH:10]([CH3:12])[C:9]2[CH:13]=[C:14]([I:19])[C:15]([OH:17])=[CH:16][C:8]=2[CH2:7][CH2:6]1)=[O:4], predict the reactants needed to synthesize it. The reactants are: [F:1][C:2]([F:21])([F:20])[C:3]([N:5]1[CH2:11][CH:10]([CH3:12])[C:9]2[CH:13]=[C:14]([I:19])[C:15]([O:17]C)=[CH:16][C:8]=2[CH2:7][CH2:6]1)=[O:4].B(Br)(Br)Br. (8) The reactants are: Br[C:2]1[C:18]([CH3:19])=[CH:17][C:5]([O:6][CH2:7][CH2:8][CH2:9][O:10][CH:11]2[CH2:16][CH2:15][CH2:14][CH2:13][O:12]2)=[CH:4][C:3]=1[CH3:20].CC(C)=O.C(=O)=O.C([Li])CCC.[SiH:33](Cl)([CH:37]([CH3:39])[CH3:38])[CH:34]([CH3:36])[CH3:35].C([O-])(O)=O.[Na+]. Given the product [CH3:20][C:3]1[CH:4]=[C:5]([O:6][CH2:7][CH2:8][CH2:9][O:10][CH:11]2[CH2:16][CH2:15][CH2:14][CH2:13][O:12]2)[CH:17]=[C:18]([CH3:19])[C:2]=1[SiH:33]([CH:37]([CH3:39])[CH3:38])[CH:34]([CH3:36])[CH3:35], predict the reactants needed to synthesize it. (9) Given the product [Br:1][C:2]1[CH:7]=[CH:6][C:5]([CH:8]2[C:12](=[O:13])[CH2:11][CH2:10][C:9]2=[O:14])=[C:4]([CH2:15][CH3:16])[CH:3]=1, predict the reactants needed to synthesize it. The reactants are: [Br:1][C:2]1[CH:7]=[CH:6][C:5]([CH:8]2[C:12](=[O:13])[CH:11]=[CH:10][C:9]2=[O:14])=[C:4]([CH2:15][CH3:16])[CH:3]=1.